Task: Binary Classification. Given a miRNA mature sequence and a target amino acid sequence, predict their likelihood of interaction.. Dataset: Experimentally validated miRNA-target interactions with 360,000+ pairs, plus equal number of negative samples (1) The miRNA is hsa-miR-1321 with sequence CAGGGAGGUGAAUGUGAU. The protein sequence of the target gene is MVHFTAEEKAAVTSLWSKMNVEEAGGEALGRLLVVYPWTQRFFDSFGNLSSPSAILGNPKVKAHGKKVLTSFGDAIKNMDNLKPAFAKLSELHCDKLHVDPENFKLLGNVMVIILATHFGKEFTPEVQAAWQKLVSAVAIALAHKYH. Result: 0 (no interaction). (2) The miRNA is hsa-miR-199b-3p with sequence ACAGUAGUCUGCACAUUGGUUA. The protein sequence of the target gene is MEVVPAEVNSLLPEEIMDTGITLVDDDSIEAVIVSSPIPMETELEEIVNINSTGDSTATPISTEPITVYSNHTNQVAVNTTITKADSNTTVKPAFPSGLQKLGAQTPVTISANQIILNKVSQTSDLKLGNQTLKPDGQKLILTTLGKSGSPIVLALPHSQLPQAQKVTTQAQSGDAKLPPQQIKVVTIGGRPEVKPVIGVSALTPGSQLINTTTQPSVLQTQQLKTVQIAKKPRTPTSGPVITKLIFAKPINSKAVTGQTTQVSPPVIAGRVLSQSTPGTPSKTITISESGVIGSTLNST.... Result: 1 (interaction). (3) The miRNA is hsa-miR-5089-5p with sequence GUGGGAUUUCUGAGUAGCAUC. The protein sequence of the target gene is MSTVGLFHFPTPLTRICPAPWGLRLWEKLTLLSPGIAVTPVQMAGKKDYPALLSLDENELEEQFVKGHGPGGQATNKTSNCVVLKHIPSGIVVKCHQTRSVDQNRKLARKILQEKVDVFYNGENSPVHKEKREAAKKKQERKKRAKETLEKKKLLKELWESSKKVH. Result: 1 (interaction).